Predict the product of the given reaction. From a dataset of Forward reaction prediction with 1.9M reactions from USPTO patents (1976-2016). (1) Given the reactants C[O:2][C:3](=O)[C:4]1[CH:9]=[CH:8][CH:7]=[CH:6][C:5]=1[S:10](Cl)(=[O:12])=[O:11].O.[NH2:16][NH2:17], predict the reaction product. The product is: [O:11]=[S:10]1(=[O:12])[C:5]2[CH:6]=[CH:7][CH:8]=[CH:9][C:4]=2[C:3](=[O:2])[NH:17][NH:16]1. (2) Given the reactants Cl[C:2]1[N:7]=[C:6]([NH2:8])[CH:5]=[CH:4][N:3]=1.[N:9]1([C:15](=[O:17])[CH3:16])[CH2:14][CH2:13][NH:12][CH2:11][CH2:10]1, predict the reaction product. The product is: [NH2:8][C:6]1[CH:5]=[CH:4][N:3]=[C:2]([N:12]2[CH2:13][CH2:14][N:9]([C:15](=[O:17])[CH3:16])[CH2:10][CH2:11]2)[N:7]=1. (3) Given the reactants [CH:1]([C:4]1[CH:9]=[C:8]([C:10]2[C:11]([OH:19])=[C:12]([O:17][CH3:18])[CH:13]=[C:14]([CH3:16])[CH:15]=2)[C:7]([OH:20])=[CH:6][C:5]=1[CH3:21])([CH3:3])[CH3:2].N1[CH:27]=[CH:26][CH:25]=[CH:24][CH:23]=1.Cl[P:29]1[O:35][C:34]2[CH:36]=[CH:37][CH:38]=[CH:39][C:33]=2[C:32]2[CH:40]=[CH:41][CH:42]=[CH:43][C:31]=2[O:30]1, predict the reaction product. The product is: [CH:1]([C:4]1[C:5]([CH3:21])=[CH:6][C:7]([O:20][P:29]2[O:35][C:34]3[CH:36]=[CH:37][CH:38]=[CH:39][C:33]=3[C:32]3[CH:40]=[CH:41][CH:42]=[CH:43][C:31]=3[O:30]2)=[C:8]([C:10]2[CH:15]=[C:14]([CH3:16])[CH:13]=[C:12]([O:17][CH3:18])[C:11]=2[O:19][P:29]2[O:35][C:26]3[CH:27]=[CH:34][CH:36]=[CH:37][C:25]=3[C:24]3[CH:43]=[CH:31][CH:32]=[CH:33][C:23]=3[O:30]2)[CH:9]=1)([CH3:3])[CH3:2]. (4) Given the reactants [CH3:1][S:2]([N:5]([C:10]1[C:15]([Cl:16])=[CH:14][C:13]([C:17]([N:19]2[C:24]3[CH:25]=[CH:26][CH:27]=[CH:28][C:23]=3[O:22][CH2:21][CH2:20]2)=[O:18])=[CH:12][C:11]=1[Cl:29])S(C)(=O)=O)(=[O:4])=[O:3].[F-].C([N+](CCCC)(CCCC)CCCC)CCC.C(O)(=O)CC(CC(O)=O)(C(O)=O)O.O, predict the reaction product. The product is: [Cl:16][C:15]1[CH:14]=[C:13]([C:17]([N:19]2[C:24]3[CH:25]=[CH:26][CH:27]=[CH:28][C:23]=3[O:22][CH2:21][CH2:20]2)=[O:18])[CH:12]=[C:11]([Cl:29])[C:10]=1[NH:5][S:2]([CH3:1])(=[O:4])=[O:3]. (5) Given the reactants O.NN.[CH3:4][Si:5]([CH3:28])([CH3:27])[CH2:6][CH2:7][O:8][CH2:9][N:10]1[CH:14]=[CH:13][N:12]=[C:11]1[CH2:15][N:16]1C(=O)C2C(=CC=CC=2)C1=O, predict the reaction product. The product is: [CH3:4][Si:5]([CH3:28])([CH3:27])[CH2:6][CH2:7][O:8][CH2:9][N:10]1[CH:14]=[CH:13][N:12]=[C:11]1[CH2:15][NH2:16].